Dataset: Peptide-MHC class I binding affinity with 185,985 pairs from IEDB/IMGT. Task: Regression. Given a peptide amino acid sequence and an MHC pseudo amino acid sequence, predict their binding affinity value. This is MHC class I binding data. (1) The peptide sequence is YTHGIVFDGK. The MHC is HLA-A68:01 with pseudo-sequence HLA-A68:01. The binding affinity (normalized) is 0.860. (2) The peptide sequence is KAAFDLSFF. The MHC is HLA-B57:01 with pseudo-sequence HLA-B57:01. The binding affinity (normalized) is 0.368.